Predict the reaction yield, written as a fraction of the theoretical maximum amount of product (1.0 means a 100% yield; for example, 0.34 means a 34% yield). From a dataset of Reaction yield outcomes from USPTO patents with 853,638 reactions. The reactants are [CH3:1][C:2]1[CH:3]=[C:4]([CH:7]=[C:8]([CH3:10])[CH:9]=1)[CH2:5]Br.[Br:11][C:12]1[CH:18]=[CH:17][C:15]([NH2:16])=[CH:14][CH:13]=1.C(=O)([O-])[O-].[K+].[K+].CN(C)C=O. The catalyst is O. The product is [Br:11][C:12]1[CH:18]=[CH:17][C:15]([NH:16][CH2:5][C:4]2[CH:3]=[C:2]([CH3:1])[CH:9]=[C:8]([CH3:10])[CH:7]=2)=[CH:14][CH:13]=1. The yield is 0.572.